From a dataset of Reaction yield outcomes from USPTO patents with 853,638 reactions. Predict the reaction yield, written as a fraction of the theoretical maximum amount of product (1.0 means a 100% yield; for example, 0.34 means a 34% yield). (1) The reactants are [N:1]([C:4]1[C:9]([F:10])=[CH:8][N:7]=[CH:6][C:5]=1/[CH:11]=[N:12]/[C:13]1[C:18](Cl)=[CH:17][C:16]([N+:20]([O-:22])=[O:21])=[CH:15][C:14]=1[Cl:23])=[N+:2]=[N-:3].[NH2:24][C:25]1C(Cl)=CC([N+]([O-])=O)=CC=1C#N. No catalyst specified. The product is [N:1]([C:4]1[C:9]([F:10])=[CH:8][N:7]=[CH:6][C:5]=1/[CH:11]=[N:12]/[C:13]1[C:14]([Cl:23])=[CH:15][C:16]([N+:20]([O-:22])=[O:21])=[CH:17][C:18]=1[C:25]#[N:24])=[N+:2]=[N-:3]. The yield is 1.00. (2) The reactants are C(=O)([O-])[O-].[K+].[K+].Cl[CH2:8][CH2:9][CH2:10][O:11][C:12]1[CH:17]=[CH:16][C:15]([C:18]2[N:28]=[CH:27][CH:26]=[CH:25][C:19]=2[C:20]([O:22][CH2:23][CH3:24])=[O:21])=[CH:14][C:13]=1[C:29]#[N:30].[C:31]1([OH:37])[CH:36]=[CH:35][CH:34]=[CH:33][CH:32]=1. The catalyst is CN(C=O)C. The product is [C:29]([C:13]1[CH:14]=[C:15]([C:18]2[N:28]=[CH:27][CH:26]=[CH:25][C:19]=2[C:20]([O:22][CH2:23][CH3:24])=[O:21])[CH:16]=[CH:17][C:12]=1[O:11][CH2:10][CH2:9][CH2:8][O:37][C:31]1[CH:36]=[CH:35][CH:34]=[CH:33][CH:32]=1)#[N:30]. The yield is 0.630.